From a dataset of Forward reaction prediction with 1.9M reactions from USPTO patents (1976-2016). Predict the product of the given reaction. (1) Given the reactants C(OC(=O)[NH:7][CH2:8][CH2:9][CH2:10][O:11][C:12]1[CH:13]=[C:14]2[C:18](=[CH:19][CH:20]=1)[CH2:17][N:16]([C:21](=[O:33])[C:22]1[CH:27]=[C:26]([CH:28]([CH3:30])[CH3:29])[C:25]([OH:31])=[CH:24][C:23]=1[OH:32])[CH2:15]2)(C)(C)C.[ClH:35], predict the reaction product. The product is: [ClH:35].[NH2:7][CH2:8][CH2:9][CH2:10][O:11][C:12]1[CH:13]=[C:14]2[C:18](=[CH:19][CH:20]=1)[CH2:17][N:16]([C:21]([C:22]1[CH:27]=[C:26]([CH:28]([CH3:30])[CH3:29])[C:25]([OH:31])=[CH:24][C:23]=1[OH:32])=[O:33])[CH2:15]2. (2) Given the reactants [F:1][CH2:2][CH2:3][OH:4].[S:5](Cl)([C:8]1[CH:14]=[CH:13][C:11]([CH3:12])=[CH:10][CH:9]=1)(=[O:7])=[O:6], predict the reaction product. The product is: [CH3:12][C:11]1[CH:13]=[CH:14][C:8]([S:5]([O:4][CH2:3][CH2:2][F:1])(=[O:7])=[O:6])=[CH:9][CH:10]=1. (3) Given the reactants [Br:1][C:2]1[CH:10]=[CH:9][C:5]([C:6]([OH:8])=[O:7])=[CH:4][C:3]=1[CH3:11].OS(O)(=O)=O.[C:17]([O-])(O)=O.[Na+], predict the reaction product. The product is: [CH3:17][O:7][C:6](=[O:8])[C:5]1[CH:9]=[CH:10][C:2]([Br:1])=[C:3]([CH3:11])[CH:4]=1. (4) Given the reactants [CH3:1][N:2]([CH3:38])[CH:3]1[CH2:8][CH2:7][N:6]([CH2:9][C:10]2[S:18][C:17]3[C:16]([N:19]4[CH2:24][CH2:23][O:22][CH2:21][CH2:20]4)=[N:15][C:14]([Sn](CCCC)(CCCC)CCCC)=[N:13][C:12]=3[CH:11]=2)[CH2:5][CH2:4]1.Br[C:40]1[C:49]2[C:44](=[CH:45][CH:46]=[CH:47][CH:48]=2)[C:43](=[O:50])[NH:42][CH:41]=1, predict the reaction product. The product is: [CH3:38][N:2]([CH3:1])[CH:3]1[CH2:4][CH2:5][N:6]([CH2:9][C:10]2[S:18][C:17]3[C:16]([N:19]4[CH2:20][CH2:21][O:22][CH2:23][CH2:24]4)=[N:15][C:14]([C:40]4[C:49]5[C:44](=[CH:45][CH:46]=[CH:47][CH:48]=5)[C:43](=[O:50])[NH:42][CH:41]=4)=[N:13][C:12]=3[CH:11]=2)[CH2:7][CH2:8]1. (5) Given the reactants [CH:1]1[CH:9]=[C:8](Cl)[C:7]2[C:3](=[N:4][O:5][N:6]=2)[C:2]=1[N+:11]([O-:13])=[O:12].C([O-])(O)=O.[Na+].[NH2:19][CH2:20][C:21]([OH:23])=[O:22], predict the reaction product. The product is: [N+:11]([C:2]1[C:3]2[C:7](=[N:6][O:5][N:4]=2)[C:8]([NH:19][CH2:20][C:21]([OH:23])=[O:22])=[CH:9][CH:1]=1)([O-:13])=[O:12]. (6) The product is: [C:44]([CH2:43][CH2:42][CH2:41][N:33]1[CH:34]=[C:35]([C:36]([OH:38])=[O:37])[C:31]([CH2:30][C@H:10]2[O:11][C@H:12]([C:20]3[CH:25]=[CH:24][CH:23]=[C:22]([O:26][CH3:27])[C:21]=3[O:28][CH3:29])[C:13]3[CH:18]=[C:17]([Cl:19])[CH:16]=[CH:15][C:14]=3[N:8]([CH2:7][C:6]([CH3:50])([CH3:51])[CH2:5][OH:4])[C:9]2=[O:49])=[N:32]1)([OH:46])=[O:45]. Given the reactants C([O:4][CH2:5][C:6]([CH3:51])([CH3:50])[CH2:7][N:8]1[C:14]2[CH:15]=[CH:16][C:17]([Cl:19])=[CH:18][C:13]=2[C@@H:12]([C:20]2[CH:25]=[CH:24][CH:23]=[C:22]([O:26][CH3:27])[C:21]=2[O:28][CH3:29])[O:11][C@H:10]([CH2:30][C:31]2[C:35]([C:36]([O:38]CC)=[O:37])=[CH:34][N:33]([CH2:41][CH2:42][CH2:43][C:44]([O:46]CC)=[O:45])[N:32]=2)[C:9]1=[O:49])(=O)C.[OH-].[Na+].Cl, predict the reaction product. (7) Given the reactants Cl[C:2]1[CH:3]=[CH:4][C:5]2[N:6]([C:8]([C:12]3[CH:17]=[CH:16][C:15]([N+:18]([O-:20])=[O:19])=[CH:14][CH:13]=3)=[C:9]([CH3:11])[N:10]=2)[N:7]=1.[CH3:21][O:22][C:23]1[CH:24]=[C:25](B(O)O)[CH:26]=[CH:27][C:28]=1[O:29][CH3:30].[O-]P([O-])([O-])=O.[K+].[K+].[K+].COC1C=CC=C(OC)C=1C1C=CC=CC=1P(C1CCCCC1)C1CCCCC1, predict the reaction product. The product is: [CH3:21][O:22][C:23]1[CH:24]=[C:25]([C:2]2[CH:3]=[CH:4][C:5]3[N:6]([C:8]([C:12]4[CH:17]=[CH:16][C:15]([N+:18]([O-:20])=[O:19])=[CH:14][CH:13]=4)=[C:9]([CH3:11])[N:10]=3)[N:7]=2)[CH:26]=[CH:27][C:28]=1[O:29][CH3:30]. (8) Given the reactants [NH:1]1[CH:5]=[C:4]([C:6]2[N:11]3[N:12]=[C:13]([NH:15][C:16]([CH:18]4[CH2:20][CH2:19]4)=[O:17])[N:14]=[C:10]3[CH:9]=[CH:8][CH:7]=2)[CH:3]=[N:2]1.[CH2:21]([S:23](Cl)(=[O:25])=[O:24])[CH3:22].C(N(CC)CC)C, predict the reaction product. The product is: [CH2:21]([S:23]([N:1]1[CH:5]=[C:4]([C:6]2[N:11]3[N:12]=[C:13]([NH:15][C:16]([CH:18]4[CH2:19][CH2:20]4)=[O:17])[N:14]=[C:10]3[CH:9]=[CH:8][CH:7]=2)[CH:3]=[N:2]1)(=[O:25])=[O:24])[CH3:22]. (9) The product is: [F:1][C:2]1[C:10]2[O:9][CH:8]([CH3:11])[CH2:7][C:6]=2[C:5]([N:12]2[CH2:16][CH2:15][C@H:14]([NH2:17])[CH2:13]2)=[CH:4][CH:3]=1. Given the reactants [F:1][C:2]1[C:10]2[O:9][CH:8]([CH3:11])[CH2:7][C:6]=2[C:5]([N:12]2[CH2:16][CH2:15][C@H:14]([NH:17]C(=O)OC(C)(C)C)[CH2:13]2)=[CH:4][CH:3]=1.Cl, predict the reaction product.